Dataset: Catalyst prediction with 721,799 reactions and 888 catalyst types from USPTO. Task: Predict which catalyst facilitates the given reaction. (1) Product: [C:28]([C:25]1([C:21]2[CH:20]=[C:19]([CH:24]=[CH:23][CH:22]=2)[C:18]([NH:17][C:13]2[CH:12]=[C:11]([CH:16]=[CH:15][CH:14]=2)[O:10][C:7]2[CH:8]=[CH:9][C:4]3[N:5]([CH:31]=[C:2]([NH:1][C:38]([C:36]4[CH:37]=[N:32][CH:33]=[N:34][CH:35]=4)=[O:39])[N:3]=3)[N:6]=2)=[O:30])[CH2:27][CH2:26]1)#[N:29]. The catalyst class is: 9. Reactant: [NH2:1][C:2]1[N:3]=[C:4]2[CH:9]=[CH:8][C:7]([O:10][C:11]3[CH:12]=[C:13]([NH:17][C:18](=[O:30])[C:19]4[CH:24]=[CH:23][CH:22]=[C:21]([C:25]5([C:28]#[N:29])[CH2:27][CH2:26]5)[CH:20]=4)[CH:14]=[CH:15][CH:16]=3)=[N:6][N:5]2[CH:31]=1.[N:32]1[CH:37]=[C:36]([C:38](O)=[O:39])[CH:35]=[N:34][CH:33]=1.Cl.CN(C)CCCN=C=NCC.ON1C2C=CC=CC=2N=N1.C(N(CC)CC)C. (2) Reactant: [Li]C(CC)C.C1CCCCC1.CN(CCN(C)C)C.[F:20][C:21]1[CH:22]=[C:23]([CH:31]=[CH:32][CH:33]=1)[C:24]([N:26]1[CH2:30][CH2:29][CH2:28][CH2:27]1)=[O:25].[CH3:34][Si:35](Cl)([CH3:37])[CH3:36]. Product: [F:20][C:21]1[C:22]([Si:35]([CH3:37])([CH3:36])[CH3:34])=[C:23]([C:31]([Si:35]([CH3:37])([CH3:36])[CH3:34])=[CH:32][CH:33]=1)[C:24]([N:26]1[CH2:30][CH2:29][CH2:28][CH2:27]1)=[O:25]. The catalyst class is: 116. (3) Reactant: [CH3:1][S:2]([C:5]1[CH:6]=[N:7][C:8]2[C:13]([C:14]=1[C:15]1[CH:20]=[CH:19][CH:18]=[CH:17][CH:16]=1)=[CH:12][C:11]([CH:21]=[C:22]1[S:26][C:25](SC)=[N:24][C:23]1=[O:29])=[CH:10][CH:9]=2)(=[O:4])=[O:3].[NH3:30]. Product: [NH2:30][C:25]1[S:26]/[C:22](=[CH:21]\[C:11]2[CH:12]=[C:13]3[C:8](=[CH:9][CH:10]=2)[N:7]=[CH:6][C:5]([S:2]([CH3:1])(=[O:4])=[O:3])=[C:14]3[C:15]2[CH:16]=[CH:17][CH:18]=[CH:19][CH:20]=2)/[C:23](=[O:29])[N:24]=1. The catalyst class is: 5. (4) Reactant: [CH3:1][CH2:2][C:3]1[CH:4]=[CH:5][C:6]([CH2:9][CH2:10][O:11][C:12]2[CH:13]=[CH:14][C:15]([CH2:18][CH:19]3[S:25][C:23](=[O:24])[NH:22][C:20]3=[O:21])=[CH:16][CH:17]=2)=[N:7][CH:8]=1.CO.[ClH:28]. The catalyst class is: 8. Product: [CH3:1][CH2:2][C:3]1[CH:4]=[CH:5][C:6]([CH2:9][CH2:10][O:11][C:12]2[CH:13]=[CH:14][C:15]([CH2:18][CH:19]3[S:25][C:23](=[O:24])[NH:22][C:20]3=[O:21])=[CH:16][CH:17]=2)=[N:7][CH:8]=1.[ClH:28]. (5) Reactant: [N:1]([C@@H:4]([C@H:8]([C:10]1[CH:15]=[CH:14][C:13]([F:16])=[CH:12][CH:11]=1)[CH3:9])[C:5]([OH:7])=O)=[N+]=[N-].Cl.CN(C)CCCN=C=NCC.[OH:29][C:30]1[C:38]2N=NNC=2C=C[CH:31]=1.[S:39]1[CH2:43][CH2:42][NH:41][CH2:40]1.[CH3:44]CN(C(C)C)C(C)C.CN(C)[CH:55]=[O:56]. Product: [C:30]([O:29][C:55]([NH:1][C@@H:4]([C@H:8]([C:10]1[CH:15]=[CH:14][C:13]([F:16])=[CH:12][CH:11]=1)[CH3:9])[C:5]([N:41]1[CH2:42][CH2:43][S:39][CH2:40]1)=[O:7])=[O:56])([CH3:31])([CH3:38])[CH3:44]. The catalyst class is: 13.